Task: Predict the product of the given reaction.. Dataset: Forward reaction prediction with 1.9M reactions from USPTO patents (1976-2016) (1) The product is: [Cl:1][C:2]1[CH:9]=[C:8]([NH:10][C@H:11]2[CH2:15][CH2:14][N:13]([CH3:16])[CH2:12]2)[CH:7]=[CH:6][C:3]=1[C:4]#[N:5]. Given the reactants [Cl:1][C:2]1[CH:9]=[C:8]([NH:10][C@H:11]2[CH2:15][CH2:14][NH:13][CH2:12]2)[CH:7]=[CH:6][C:3]=1[C:4]#[N:5].[CH2:16]=O.[BH4-].[Na+], predict the reaction product. (2) Given the reactants Cl[C:2]1[CH:3]=[C:4]2[C:9](=[CH:10][CH:11]=1)[N:8]=[C:7]([NH:12][CH2:13][C:14]1[CH:19]=[CH:18][CH:17]=[CH:16][C:15]=1[O:20][CH3:21])[CH:6]=[C:5]2[C:22]1[CH:23]=[N:24][CH:25]=[CH:26][CH:27]=1.[N:28]1[CH:33]=[CH:32][CH:31]=[C:30]([CH2:34][NH2:35])[CH:29]=1, predict the reaction product. The product is: [CH3:21][O:20][C:15]1[CH:16]=[CH:17][CH:18]=[CH:19][C:14]=1[CH2:13][NH:12][C:7]1[CH:6]=[C:5]([C:22]2[CH:23]=[N:24][CH:25]=[CH:26][CH:27]=2)[C:4]2[C:9](=[CH:10][CH:11]=[C:2]([NH:35][CH2:34][C:30]3[CH:29]=[N:28][CH:33]=[CH:32][CH:31]=3)[CH:3]=2)[N:8]=1. (3) Given the reactants [F:1][C:2]1[CH:3]=[CH:4][C:5](B2OC(C)(C)C(C)(C)O2)=[C:6]([CH:9]=1)[C:7]#[N:8].Cl[C:20]1[C:25]([F:26])=[CH:24][CH:23]=[CH:22][N:21]=1.[F-].[K+].C(P(C(C)(C)C)C(C)(C)C)(C)(C)C, predict the reaction product. The product is: [F:1][C:2]1[CH:3]=[CH:4][C:5]([C:20]2[C:25]([F:26])=[CH:24][CH:23]=[CH:22][N:21]=2)=[C:6]([CH:9]=1)[C:7]#[N:8]. (4) Given the reactants [Cl:1][C:2]1[C:7]([NH2:8])=[CH:6][CH:5]=[CH:4][C:3]=1[NH2:9].[Na+].[I-].O[CH2:13][CH:14]([CH2:16]O)O.[OH-].[Na+], predict the reaction product. The product is: [NH2:8][C:7]1[C:2]([Cl:1])=[C:3]2[C:4]([CH:13]=[CH:14][CH:16]=[N:9]2)=[CH:5][CH:6]=1. (5) Given the reactants [CH3:1][N:2]([C:28]1[CH:33]=[CH:32][CH:31]=[CH:30][CH:29]=1)[CH2:3][CH2:4][C@@H:5]1[CH2:10][N:9]([C:11]([O:13][CH2:14][C:15]2[CH:20]=[CH:19][CH:18]=[CH:17][CH:16]=2)=[O:12])[CH2:8][CH2:7][N:6]1C(OC(C)(C)C)=O.C(OCC)(=O)C.Cl, predict the reaction product. The product is: [CH3:1][N:2]([C:28]1[CH:29]=[CH:30][CH:31]=[CH:32][CH:33]=1)[CH2:3][CH2:4][C@H:5]1[NH:6][CH2:7][CH2:8][N:9]([C:11]([O:13][CH2:14][C:15]2[CH:16]=[CH:17][CH:18]=[CH:19][CH:20]=2)=[O:12])[CH2:10]1. (6) Given the reactants [NH:1]=[C:2]1[N:6]([C:7]([O:9][CH3:10])=[O:8])[C:5]2[CH:11]=[CH:12][C:13]([O:15]C(OC)=O)=[CH:14][C:4]=2[S:3]1.[OH-].[K+], predict the reaction product. The product is: [OH:15][C:13]1[CH:12]=[CH:11][C:5]2[N:6]([C:7]([O:9][CH3:10])=[O:8])[C:2](=[NH:1])[S:3][C:4]=2[CH:14]=1. (7) Given the reactants [CH3:1][O:2][C:3]1[N:8]=[CH:7][C:6]([C:9]2[CH:13]=[C:12]([NH:14][CH2:15][C:16]3[CH:25]=[CH:24][C:19]([C:20]([O:22]C)=[O:21])=[CH:18][CH:17]=3)[NH:11][N:10]=2)=[CH:5][CH:4]=1.[OH-].[K+].C1COCC1.Cl, predict the reaction product. The product is: [CH3:1][O:2][C:3]1[N:8]=[CH:7][C:6]([C:9]2[CH:13]=[C:12]([NH:14][CH2:15][C:16]3[CH:25]=[CH:24][C:19]([C:20]([OH:22])=[O:21])=[CH:18][CH:17]=3)[NH:11][N:10]=2)=[CH:5][CH:4]=1. (8) Given the reactants CS(O[C@H:6]1[CH2:11][CH2:10][C@H:9]([C:12]2[CH:20]=[CH:19][C:18]([NH:21][C:22]3[C:27]([C:28]([F:31])([F:30])[F:29])=[CH:26][N:25]=[C:24]([NH:32][C:33]4[CH:38]=[CH:37][C:36]([CH2:39][P:40]([O:45][CH2:46][CH3:47])([O:42][CH2:43][CH3:44])=[O:41])=[CH:35][C:34]=4[O:48][CH3:49])[N:23]=3)=[C:17]3[C:13]=2[CH2:14][N:15]([CH3:51])[C:16]3=[O:50])[CH2:8][CH2:7]1)(=O)=O.[CH3:52][N:53](C=O)C, predict the reaction product. The product is: [C:52]([C@@H:6]1[CH2:11][CH2:10][C@H:9]([C:12]2[CH:20]=[CH:19][C:18]([NH:21][C:22]3[C:27]([C:28]([F:30])([F:29])[F:31])=[CH:26][N:25]=[C:24]([NH:32][C:33]4[CH:38]=[CH:37][C:36]([CH2:39][P:40](=[O:41])([O:42][CH2:43][CH3:44])[O:45][CH2:46][CH3:47])=[CH:35][C:34]=4[O:48][CH3:49])[N:23]=3)=[C:17]3[C:13]=2[CH2:14][N:15]([CH3:51])[C:16]3=[O:50])[CH2:8][CH2:7]1)#[N:53]. (9) The product is: [Cl:21][C:20]1[CH:19]=[CH:18][C:17]([NH:22][C:23](=[O:32])[C:24]2[CH:29]=[CH:28][C:27]([C:30]#[N:31])=[CH:26][CH:25]=2)=[CH:16][C:15]=1[NH:14][C:11]([C:7]1[CH:6]=[C:5]2[C:10](=[CH:9][CH:8]=1)[N:1]=[CH:2][CH:3]=[CH:4]2)=[O:13]. Given the reactants [N:1]1[C:10]2[C:5](=[CH:6][C:7]([C:11]([OH:13])=O)=[CH:8][CH:9]=2)[CH:4]=[CH:3][CH:2]=1.[NH2:14][C:15]1[CH:16]=[C:17]([NH:22][C:23](=[O:32])[C:24]2[CH:29]=[CH:28][C:27]([C:30]#[N:31])=[CH:26][CH:25]=2)[CH:18]=[CH:19][C:20]=1[Cl:21], predict the reaction product.